Dataset: Full USPTO retrosynthesis dataset with 1.9M reactions from patents (1976-2016). Task: Predict the reactants needed to synthesize the given product. Given the product [NH2:22][C:19]1[CH:20]=[CH:21][N:17]([CH2:16][O:15]/[N:14]=[C:7](/[C:8]2[CH:13]=[CH:12][CH:11]=[CH:10][CH:9]=2)\[C:6]2[N:2]([CH3:1])[O:3][C:4](=[O:25])[N:5]=2)[N:18]=1, predict the reactants needed to synthesize it. The reactants are: [CH3:1][N:2]1[C:6](/[C:7](=[N:14]\[O:15][CH2:16][N:17]2[CH:21]=[CH:20][C:19]([N+:22]([O-])=O)=[N:18]2)/[C:8]2[CH:13]=[CH:12][CH:11]=[CH:10][CH:9]=2)=[N:5][C:4](=[O:25])[O:3]1.